From a dataset of Human Reference Interactome with 51,813 positive PPI pairs across 8,248 proteins, plus equal number of experimentally-validated negative pairs. Binary Classification. Given two protein amino acid sequences, predict whether they physically interact or not. (1) Protein 1 (ENSG00000100462) has sequence MRGPNSGTEKGRLVIPEKQGFDFLCMPVFHPRFKREFIQEPAKNRPGPQTRSDLLLSGRAFLLPLNQEDNTNLARVLTNHIHTGHHSSMFWMRVPLVAPEDLRDDIIENAPTTHTEEYSGEEKTWMWWHNFRTLCDYSKRIAVALEIGADLPSNHVIDRWLGEPIKAAILPTSIFLTNKKGFPVLSKMHQRLIFRLLKLEVQFIITGTNHHSEKEFCSYLQYLEYLSQNRPPPNAYELFAKGYEDYLQSPLQPLMDNLESQTYEVFEKDPIKYSQYQQAIYKCLLDRVPEEEKDTNVQVL.... Protein 2 (ENSG00000165995) has sequence MNQGSGLDLLKISYGKGARRKNRFKGSDGSTSSDTTSNSFVRQGSADSYTSRPSDSDVSLEEDREAVRREAERQAQAQLEKAKTKPVAFAVRTNVSYSAAHEDDVPVPGMAISFEAKDFLHVKEKFNNDWWIGRLVKEGCEIGFIPSPVKLENMRLQHEQRAKQGKFYSSKSGGNSSSSLGDIVPSSRKSTPPSSAIDIDATGLDAEENDIPANHRSPKPSANSVTSPHSKEKRMPFFKKTEHTPPYDVVPSMRPVVLVGPSLKGYEVTDMMQKALFDFLKHRFEGRISITRVTADISLA.... Result: 1 (the proteins interact). (2) Protein 1 (ENSG00000124733) has sequence MGPERHLSGAPARMATVVLGGDTMGPERIFPNQTEELGHQGPSEGTGDWSSEEPEEEQEETGSGPAGYSYQPLNQDPEQEEVELAPVGDGDVVADIQDRIQALGLHLPDPPLESEDEDEEGATALNNHSSIPMDPEHVELVKRTMAGVSLPAPGVPAWAREISDAQWEDVVQKALQARQASPAWK*MATVVLGGDTMGPERIFPNQTEELGHQGPSEGTGDWSSEEPEEEQEETGSGPAGYSYQPLNQDPEQEEVELAPVGDGDVVADIQDRIQALGLHLPDPPLESEDEDEEGATALNN.... Protein 2 (ENSG00000087884) has sequence MTSPEIASLSWGQMKVKGSNTTYKDCKVWPGGSRTWDWRETGTEHSPGVQPADVKEVVEKGVQTLVIGRGMSEALKAPTQQLPSGVHVRAVVQFHLATASWHILERCKTGAGLSIKHVCELAMSHLSTFLYQIYDAIILKMHLYFMK*MTSPEIASLSWGQMKVKGSNTTYKDCKVWPGGSRTWDWRETGTEHSPGVQPADVKEVVEKGVQTLVIGRGMSEALKVPSSTVEYLKKHGIDVRVLQTEQAVKEYNALVAQGVRVGGVFHSTC*RLQPSSCHQVFMSGLWYNSTWLQLHGTSL.... Result: 0 (the proteins do not interact). (3) Protein 1 (ENSG00000073921) has sequence MSGQSLTDRITAAQHSVTGSAVSKTVCKATTHEIMGPKKKHLDYLIQCTNEMNVNIPQLADSLFERTTNSSWVVVFKSLITTHHLMVYGNERFIQYLASRNTLFNLSNFLDKSGLQGYDMSTFIRRYSRYLNEKAVSYRQVAFDFTKVKRGADGVMRTMNTEKLLKTVPIIQNQMDALLDFNVNSNELTNGVINAAFMLLFKDAIRLFAAYNEGIINLLEKYFDMKKNQCKEGLDIYKKFLTRMTRISEFLKVAEQVGIDRGDIPDLSQAPSSLLDALEQHLASLEGKKIKDSTAASRAT.... Protein 2 (ENSG00000135482) has sequence MPDRDSYANGTGSSGGGPGGGGSEEASGAGVGSGGASSDAICRDFLRNVCKRGKRCRYRHPDMSEVSNLGVSKNEFIFCHDFQNKECSRPNCRFIHGSKEDEDGYKKTGELPPRLRQKVAAGLGLSPADLPNGKEEVPICRDFLKGDCQRGAKCKFRHLQRDFEFDARGGGGTGGGSTGSVLPGRRHDLYDIYDLPDRGFEDHEPGPKRRRGGCCPPDGPHFESYEYSLAPPRGVECRLLEEENAMLRKRVEELKKQVSNLLATNEVLLEQNAQFRNQAKVITLSSTAPATEQTLAPTVG.... Result: 1 (the proteins interact).